Dataset: Peptide-MHC class II binding affinity with 134,281 pairs from IEDB. Task: Regression. Given a peptide amino acid sequence and an MHC pseudo amino acid sequence, predict their binding affinity value. This is MHC class II binding data. (1) The peptide sequence is VSLIAALKGMINLWK. The MHC is DRB5_0101 with pseudo-sequence DRB5_0101. The binding affinity (normalized) is 0.838. (2) The peptide sequence is KGSDPKKLVLNIKYT. The MHC is DRB1_1101 with pseudo-sequence DRB1_1101. The binding affinity (normalized) is 0.500. (3) The peptide sequence is VKFHTQAFSAHGSGR. The MHC is DRB1_1101 with pseudo-sequence DRB1_1101. The binding affinity (normalized) is 0.576. (4) The MHC is DRB1_1501 with pseudo-sequence DRB1_1501. The binding affinity (normalized) is 0.607. The peptide sequence is YELQIVDKIDAAFKI. (5) The peptide sequence is GAATVAAGAATTAAG. The MHC is HLA-DQA10501-DQB10301 with pseudo-sequence HLA-DQA10501-DQB10301. The binding affinity (normalized) is 0.885. (6) The peptide sequence is TNEPTAAAIAYGLDR. The MHC is HLA-DQA10401-DQB10402 with pseudo-sequence HLA-DQA10401-DQB10402. The binding affinity (normalized) is 0.586. (7) The peptide sequence is IGTGDDCISIGPGST. The MHC is DRB4_0101 with pseudo-sequence DRB4_0103. The binding affinity (normalized) is 0.102.